Dataset: Full USPTO retrosynthesis dataset with 1.9M reactions from patents (1976-2016). Task: Predict the reactants needed to synthesize the given product. (1) Given the product [C:3]1(=[O:20])[N:7]([CH2:8][C@@H:9]([OH:10])[CH2:13][Br:1])[C:6](=[O:15])[C:5]2=[CH:16][CH:17]=[CH:18][CH:19]=[C:4]12, predict the reactants needed to synthesize it. The reactants are: [Br-:1].[Li+].[C:3]1(=[O:20])[N:7]([CH2:8][CH:9]2[CH2:13]OS(=O)[O:10]2)[C:6](=[O:15])[C:5]2=[CH:16][CH:17]=[CH:18][CH:19]=[C:4]12. (2) Given the product [OH2:4].[CH2:1]([S:3]([OH:6])(=[O:5])=[O:4])[CH3:2].[CH3:7][CH:8]([CH3:24])[CH2:9][N:10]1[C:22]2[C:21]3[N:20]=[CH:19][CH:18]=[CH:17][C:16]=3[N:15]=[C:14]([NH2:23])[C:13]=2[N:12]=[CH:11]1, predict the reactants needed to synthesize it. The reactants are: [CH2:1]([S:3]([OH:6])(=[O:5])=[O:4])[CH3:2].[CH3:7][CH:8]([CH3:24])[CH2:9][N:10]1[C:22]2[C:21]3[N:20]=[CH:19][CH:18]=[CH:17][C:16]=3[N:15]=[C:14]([NH2:23])[C:13]=2[N:12]=[CH:11]1. (3) Given the product [CH3:45][N:46]1[CH2:51][CH2:50][N:49]([CH2:1][C:3]2[CH:4]=[CH:5][C:6]([N+:28]([O-:30])=[O:29])=[C:7]([NH:9][C:10]3[S:11][C:12]([C:25]([NH2:27])=[O:26])=[C:13]([C:15]4[CH:20]=[CH:19][CH:18]=[CH:17][C:16]=4[C:21]([F:23])([F:22])[F:24])[N:14]=3)[CH:8]=2)[CH2:48][CH2:47]1, predict the reactants needed to synthesize it. The reactants are: [CH:1]([C:3]1[CH:4]=[CH:5][C:6]([N+:28]([O-:30])=[O:29])=[C:7]([NH:9][C:10]2[S:11][C:12]([C:25]([NH2:27])=[O:26])=[C:13]([C:15]3[CH:20]=[CH:19][CH:18]=[CH:17][C:16]=3[C:21]([F:24])([F:23])[F:22])[N:14]=2)[CH:8]=1)=O.C(O[BH-](OC(=O)C)OC(=O)C)(=O)C.[Na+].[CH3:45][N:46]1[CH2:51][CH2:50][NH:49][CH2:48][CH2:47]1. (4) Given the product [Cl:22][C:9]1[C:4]2[CH:3]=[C:2]([Cl:1])[CH:19]=[N:18][C:5]=2[N:6]=[C:7]([N:11]2[CH2:16][CH2:15][N:14]([CH3:17])[CH2:13][CH2:12]2)[N:8]=1, predict the reactants needed to synthesize it. The reactants are: [Cl:1][C:2]1[CH:19]=[N:18][C:5]2[N:6]=[C:7]([N:11]3[CH2:16][CH2:15][N:14]([CH3:17])[CH2:13][CH2:12]3)[NH:8][C:9](=O)[C:4]=2[CH:3]=1.O=P(Cl)(Cl)[Cl:22]. (5) Given the product [Cl:1][C:2]1[CH:3]=[N:4][CH:5]=[C:6]([Cl:20])[C:7]=1[S:8][C:9]1[S:13][C:12]([C:14]([NH:26][C:25]2[CH:27]=[CH:28][C:22]([F:21])=[CH:23][CH:24]=2)=[O:15])=[CH:11][C:10]=1[N+:17]([O-:19])=[O:18], predict the reactants needed to synthesize it. The reactants are: [Cl:1][C:2]1[CH:3]=[N:4][CH:5]=[C:6]([Cl:20])[C:7]=1[S:8][C:9]1[S:13][C:12]([C:14](Cl)=[O:15])=[CH:11][C:10]=1[N+:17]([O-:19])=[O:18].[F:21][C:22]1[CH:28]=[CH:27][C:25]([NH2:26])=[CH:24][CH:23]=1. (6) Given the product [NH2:15][C:10]1[CH:11]=[CH:12][CH:13]=[CH:14][C:9]=1[C:5]1([OH:8])[CH2:6][CH2:7][CH:4]1[CH:1]1[CH2:3][CH2:2]1, predict the reactants needed to synthesize it. The reactants are: [CH:1]1([CH:4]2[CH2:7][CH2:6][C:5]2([C:9]2[CH:14]=[CH:13][CH:12]=[CH:11][C:10]=2[NH:15]C=O)[OH:8])[CH2:3][CH2:2]1.[OH-].[K+].